Dataset: Forward reaction prediction with 1.9M reactions from USPTO patents (1976-2016). Task: Predict the product of the given reaction. (1) Given the reactants Cl.C(N=C=NCCCN(C)C)C.O[N:14]1[C:18]2[CH:19]=[CH:20][CH:21]=CC=2N=[N:15]1.[C:23]([C:26]1[C:31]2[S:32][C:33]([C:36]([NH:38][C:39]3[CH:48]=[CH:47][C:46]4[C:45]([C:49]([OH:51])=O)=[CH:44][CH:43]=[CH:42][C:41]=4[N:40]=3)=[O:37])=[C:34]([CH3:35])[C:30]=2[C:29]([CH2:52][O:53][CH3:54])=[CH:28][CH:27]=1)(=[O:25])[CH3:24].Cl.N1(N)CCCC1, predict the reaction product. The product is: [C:23]([C:26]1[C:31]2[S:32][C:33]([C:36]([NH:38][C:39]3[CH:48]=[CH:47][C:46]4[C:45]([C:49]([NH:15][N:14]5[CH2:18][CH2:19][CH2:20][CH2:21]5)=[O:51])=[CH:44][CH:43]=[CH:42][C:41]=4[N:40]=3)=[O:37])=[C:34]([CH3:35])[C:30]=2[C:29]([CH2:52][O:53][CH3:54])=[CH:28][CH:27]=1)(=[O:25])[CH3:24]. (2) The product is: [Cl:25][CH:8]1[CH:7]([CH3:26])[CH:6]2[CH:5]([C@@:4]3([CH:3]=[O:28])[CH2:15][C@H:16]4[C@@:11]([CH2:23][OH:24])([CH2:10]2)[C@:12]3([C:20]([O:22][CH2:33][O:34][C:35](=[O:36])[C:37]([CH3:40])([CH3:39])[CH3:38])=[O:21])[C:13]([CH:17]([CH3:19])[CH3:18])=[CH:14]4)[CH2:9]1. Given the reactants OC[CH2:3][C@@:4]12[C@@H:15]3[CH2:16][C@@:11]([CH:23]=[O:24])([C@:12]1([C:20]([OH:22])=[O:21])[C:13]([CH:17]([CH3:19])[CH3:18])=[CH:14]3)[CH:10]1[CH:6]([CH:7]([CH3:26])[CH:8]([Cl:25])[CH2:9]1)[CH2:5]2.C([O-])(O)=[O:28].[Na+].Cl[CH2:33][O:34][C:35]([C:37]([CH3:40])([CH3:39])[CH3:38])=[O:36], predict the reaction product.